Dataset: Forward reaction prediction with 1.9M reactions from USPTO patents (1976-2016). Task: Predict the product of the given reaction. (1) Given the reactants C(#N)C.[NH2:4][C:5]1[C:6]([C:11]([OH:14])([CH3:13])[CH3:12])=[N:7][CH:8]=[CH:9][CH:10]=1.[Br:15]N1C(=O)CCC1=O, predict the reaction product. The product is: [NH2:4][C:5]1[C:6]([C:11]([OH:14])([CH3:12])[CH3:13])=[N:7][C:8]([Br:15])=[CH:9][CH:10]=1. (2) Given the reactants [N:1]1([C:7]2[N:8]=[C:9]([CH2:14][C:15]([O-:17])=O)[NH:10][C:11](=[O:13])[CH:12]=2)[CH2:6][CH2:5][O:4][CH2:3][CH2:2]1.[Na+].[I:19][C:20]1[CH:21]=[C:22]([CH:24]=[CH:25][CH:26]=1)[NH2:23], predict the reaction product. The product is: [I:19][C:20]1[CH:21]=[C:22]([NH:23][C:15](=[O:17])[CH2:14][C:9]2[NH:10][C:11](=[O:13])[CH:12]=[C:7]([N:1]3[CH2:2][CH2:3][O:4][CH2:5][CH2:6]3)[N:8]=2)[CH:24]=[CH:25][CH:26]=1. (3) Given the reactants [CH2:1]([O:8][C:9]1[CH:10]=[C:11]([CH:14]=[CH:15][CH:16]=1)[CH2:12][OH:13])[C:2]1[CH:7]=[CH:6][CH:5]=[CH:4][CH:3]=1.[Cl:17][C:18]1[CH:23]=[N:22][CH:21]=[C:20](Cl)[N:19]=1, predict the reaction product. The product is: [CH2:1]([O:8][C:9]1[CH:10]=[C:11]([CH:14]=[CH:15][CH:16]=1)[CH2:12][O:13][C:20]1[CH:21]=[N:22][CH:23]=[C:18]([Cl:17])[N:19]=1)[C:2]1[CH:3]=[CH:4][CH:5]=[CH:6][CH:7]=1. (4) Given the reactants Cl[CH2:2][CH2:3][C:4]1([CH2:19][CH3:20])[C:9]2[NH:10][C:11]3[C:16]([C:8]=2[CH2:7][CH2:6][O:5]1)=[CH:15][CH:14]=[CH:13][C:12]=3[CH2:17][CH3:18].CC(N=NC(C#N)(C)C)(C#N)C.[SnH](CCCC)(CCCC)CCCC, predict the reaction product. The product is: [CH2:19]([C:4]1([CH2:3][CH3:2])[C:9]2[NH:10][C:11]3[C:16]([C:8]=2[CH2:7][CH2:6][O:5]1)=[CH:15][CH:14]=[CH:13][C:12]=3[CH2:17][CH3:18])[CH3:20]. (5) Given the reactants [NH2:1][CH2:2][C:3]1[C:12](=[O:13])[C:11]2[C:6](=[CH:7][C:8]([Cl:14])=[CH:9][CH:10]=2)[N:5]([C:15]2[CH:20]=[CH:19][CH:18]=[CH:17][CH:16]=2)[CH:4]=1.[C:21]([O:25][C:26]([N:28]1[CH2:32][CH2:31][CH:30]([C:33](O)=[O:34])[CH2:29]1)=[O:27])([CH3:24])([CH3:23])[CH3:22], predict the reaction product. The product is: [C:21]([O:25][C:26]([N:28]1[CH2:32][CH2:31][CH:30]([C:33](=[O:34])[NH:1][CH2:2][C:3]2[C:12](=[O:13])[C:11]3[C:6](=[CH:7][C:8]([Cl:14])=[CH:9][CH:10]=3)[N:5]([C:15]3[CH:16]=[CH:17][CH:18]=[CH:19][CH:20]=3)[CH:4]=2)[CH2:29]1)=[O:27])([CH3:24])([CH3:23])[CH3:22]. (6) Given the reactants Cl.Cl[C:3]1[N:16]2[C:7](=[N:8][C:9]3[C:14]([C:15]2=[O:17])=[C:13]([F:18])[CH:12]=[CH:11][CH:10]=3)[C:6]2[CH:19]=[CH:20][N:21](S(C3C=CC(C)=CC=3)(=O)=O)[C:5]=2[N:4]=1.[CH3:32][O:33][C:34]1[CH:35]=[C:36]2[C:41](=[CH:42][C:43]=1[NH2:44])[N:40]([C:45](=[O:52])[C@@H:46]1[CH2:50][CH2:49][CH2:48][N:47]1[CH3:51])[CH2:39][CH2:38][CH2:37]2.[CH3:53][NH2:54].[OH-].[K+], predict the reaction product. The product is: [F:18][C:13]1[CH:12]=[CH:11][CH:10]=[C:9]([NH:8][C:7]2[N:16]=[C:3]([NH:44][C:43]3[CH:42]=[C:41]4[C:36]([CH2:37][CH2:38][CH2:39][N:40]4[C:45](=[O:52])[C@@H:46]4[CH2:50][CH2:49][CH2:48][N:47]4[CH3:51])=[CH:35][C:34]=3[O:33][CH3:32])[NH:4][C:5]3=[N:21][CH:20]=[CH:19][C:6]=23)[C:14]=1[C:15]([NH:54][CH3:53])=[O:17].